From a dataset of Full USPTO retrosynthesis dataset with 1.9M reactions from patents (1976-2016). Predict the reactants needed to synthesize the given product. Given the product [NH2:21][C:22]1[N:23]=[C:24]([NH:29][CH2:30][CH2:31][NH:32][C:4]2[C:5]3[N:6]([CH:8]=[CH:9][N:10]=3)[CH:7]=[C:2]([Br:1])[N:3]=2)[S:25][C:26]=1[C:27]#[N:28], predict the reactants needed to synthesize it. The reactants are: [Br:1][C:2]1[N:3]=[C:4](Br)[C:5]2[N:6]([CH:8]=[CH:9][N:10]=2)[CH:7]=1.C(N(CC)CC)C.Cl.Cl.[NH2:21][C:22]1[N:23]=[C:24]([NH:29][CH2:30][CH2:31][NH2:32])[S:25][C:26]=1[C:27]#[N:28].